Dataset: Forward reaction prediction with 1.9M reactions from USPTO patents (1976-2016). Task: Predict the product of the given reaction. (1) Given the reactants [F:1][C:2]1[C:7]([F:8])=[CH:6][CH:5]=[CH:4][C:3]=1[C:9]1([O:14][CH3:15])[CH2:13][CH2:12][NH:11][CH2:10]1.C(N(CC)CC)C.I[CH2:24][CH2:25][CH3:26].O, predict the reaction product. The product is: [F:1][C:2]1[C:7]([F:8])=[CH:6][CH:5]=[CH:4][C:3]=1[C:9]1([O:14][CH3:15])[CH2:13][CH2:12][N:11]([CH2:24][CH2:25][CH3:26])[CH2:10]1. (2) The product is: [C:1]([O:5][C:6]([N:8]1[CH2:14][CH2:13][CH2:12][N:11]([C:15]2[N:16]([CH2:33][C:34]3[N:35]=[C:36]([CH3:39])[S:37][CH:38]=3)[C:17]3[CH:23]=[CH:22][CH:21]=[CH:20][C:18]=3[N:19]=2)[CH2:10][CH2:9]1)=[O:7])([CH3:4])([CH3:2])[CH3:3]. Given the reactants [C:1]([O:5][C:6]([N:8]1[CH2:14][CH2:13][CH2:12][N:11]([C:15]2[NH:19][C:18]3[CH:20]=[CH:21][CH:22]=[CH:23][C:17]=3[N:16]=2)[CH2:10][CH2:9]1)=[O:7])([CH3:4])([CH3:3])[CH3:2].CN(C)C=O.[H-].[Na+].Cl.Cl[CH2:33][C:34]1[N:35]=[C:36]([CH3:39])[S:37][CH:38]=1, predict the reaction product. (3) Given the reactants [C:1]([C:3]1[CH:4]=[C:5]([C:17]2[N:22]=[CH:21][N:20]=[C:19]([NH:23][C:24]3[CH:25]=[N:26][N:27]([CH:29]4[CH2:34][CH2:33][N:32](C(OC(C)(C)C)=O)[CH2:31][CH2:30]4)[CH:28]=3)[N:18]=2)[CH:6]=[CH:7][C:8]=1[O:9][C@H:10]1[CH2:15][CH2:14][CH2:13][CH2:12][C@H:11]1[F:16])#[N:2].FC(F)(F)C(O)=O, predict the reaction product. The product is: [F:16][C@@H:11]1[CH2:12][CH2:13][CH2:14][CH2:15][C@@H:10]1[O:9][C:8]1[CH:7]=[CH:6][C:5]([C:17]2[N:18]=[C:19]([NH:23][C:24]3[CH:25]=[N:26][N:27]([CH:29]4[CH2:30][CH2:31][NH:32][CH2:33][CH2:34]4)[CH:28]=3)[N:20]=[CH:21][N:22]=2)=[CH:4][C:3]=1[C:1]#[N:2]. (4) Given the reactants [Br:1][C:2]1[C:3]([C:9]#[N:10])=[N:4][CH:5]=[C:6](F)[CH:7]=1.Cl.Cl.[F:13][C:14]1([F:22])[CH2:19][CH2:18][CH2:17][C@@H:16]([NH2:20])[C@H:15]1[NH2:21].CCN(C(C)C)C(C)C.O, predict the reaction product. The product is: [NH2:21][C@H:15]1[C:14]([F:22])([F:13])[CH2:19][CH2:18][CH2:17][C@H:16]1[NH:20][C:6]1[CH:7]=[C:2]([Br:1])[C:3]([C:9]#[N:10])=[N:4][CH:5]=1. (5) Given the reactants Br[C:2]1[C:3]([O:18][CH3:19])=[C:4]([Br:17])[C:5]2[S:9][C:8]([NH:10][C:11]([NH:13][CH2:14][CH3:15])=[O:12])=[N:7][C:6]=2[CH:16]=1.[CH3:20][C:21]1([C:42]([O:44][CH2:45][CH3:46])=[O:43])[CH2:26][CH2:25][N:24]([C:27]2[N:32]=[CH:31][C:30](B3OC(C)(C)C(C)(C)O3)=[CH:29][N:28]=2)[CH2:23][CH2:22]1.C(Cl)Cl.C(=O)([O-])[O-].[Cs+].[Cs+], predict the reaction product. The product is: [Br:17][C:4]1[C:5]2[S:9][C:8]([NH:10][C:11](=[O:12])[NH:13][CH2:14][CH3:15])=[N:7][C:6]=2[CH:16]=[C:2]([C:30]2[CH:29]=[N:28][C:27]([N:24]3[CH2:25][CH2:26][C:21]([CH3:20])([C:42]([O:44][CH2:45][CH3:46])=[O:43])[CH2:22][CH2:23]3)=[N:32][CH:31]=2)[C:3]=1[O:18][CH3:19]. (6) Given the reactants CC1C=CC(S(O[CH2:12][CH:13]2[CH2:17][C:16]3[CH:18]=[C:19]([CH3:29])[CH:20]=[C:21]([C:22]4[CH:27]=[CH:26][CH:25]=[C:24]([CH3:28])[CH:23]=4)[C:15]=3[O:14]2)(=O)=O)=CC=1.[CH3:30][NH2:31], predict the reaction product. The product is: [CH3:28][C:24]1[CH:23]=[C:22]([C:21]2[C:15]3[O:14][CH:13]([CH2:12][NH:31][CH3:30])[CH2:17][C:16]=3[CH:18]=[C:19]([CH3:29])[CH:20]=2)[CH:27]=[CH:26][CH:25]=1. (7) Given the reactants Cl.[NH:2]1[CH2:7][CH2:6][CH:5]([N:8]2[C:13]3[CH:14]=[CH:15][CH:16]=[CH:17][C:12]=3[CH2:11][O:10][C:9]2=[O:18])[CH2:4][CH2:3]1.[Cl:19][C:20]1[CH:21]=[C:22]([N+:27]([O-:29])=[O:28])[CH:23]=[CH:24][C:25]=1F, predict the reaction product. The product is: [Cl:19][C:20]1[CH:21]=[C:22]([N+:27]([O-:29])=[O:28])[CH:23]=[CH:24][C:25]=1[N:2]1[CH2:3][CH2:4][CH:5]([N:8]2[C:13]3[CH:14]=[CH:15][CH:16]=[CH:17][C:12]=3[CH2:11][O:10][C:9]2=[O:18])[CH2:6][CH2:7]1. (8) The product is: [Br:1][CH2:2][CH:3]([C:5]1[CH:10]=[CH:9][N:8]=[C:7]([C:11]2[C:12]3[CH:19]=[CH:18][CH:17]=[C:16]([F:20])[C:13]=3[S:14][CH:15]=2)[N:6]=1)[OH:4]. Given the reactants [Br:1][CH2:2][C:3]([C:5]1[CH:10]=[CH:9][N:8]=[C:7]([C:11]2[C:12]3[CH:19]=[CH:18][CH:17]=[C:16]([F:20])[C:13]=3[S:14][CH:15]=2)[N:6]=1)=[O:4].B.C1COCC1, predict the reaction product.